This data is from Reaction yield outcomes from USPTO patents with 853,638 reactions. The task is: Predict the reaction yield, written as a fraction of the theoretical maximum amount of product (1.0 means a 100% yield; for example, 0.34 means a 34% yield). The reactants are C[O:2][C:3]1[CH:8]=[CH:7][C:6]([O:9][C:10]2[CH:15]=[CH:14][C:13]([C:16]([F:19])([F:18])[F:17])=[CH:12][N:11]=2)=[CH:5][N:4]=1.Cl.N1C=CC=CC=1. The catalyst is ClCCl. The product is [F:19][C:16]([F:17])([F:18])[C:13]1[CH:14]=[CH:15][C:10]([O:9][C:6]2[CH:7]=[CH:8][C:3]([OH:2])=[N:4][CH:5]=2)=[N:11][CH:12]=1. The yield is 0.680.